This data is from Forward reaction prediction with 1.9M reactions from USPTO patents (1976-2016). The task is: Predict the product of the given reaction. (1) Given the reactants [CH3:1][N:2]1[C:6]2[CH:7]=[CH:8][C:9](B3OC(C)(C)C(C)(C)O3)=[CH:10][C:5]=2[S:4][C:3]1=[O:20].Br[C:22]1[CH:23]=[C:24]([NH2:28])[CH:25]=[N:26][CH:27]=1.COC1C=CC=C(OC)C=1C1C=CC=CC=1P(C1CCCCC1)C1CCCCC1.[O-]P([O-])([O-])=O.[K+].[K+].[K+], predict the reaction product. The product is: [NH2:28][C:24]1[CH:23]=[C:22]([C:9]2[CH:8]=[CH:7][C:6]3[N:2]([CH3:1])[C:3](=[O:20])[S:4][C:5]=3[CH:10]=2)[CH:27]=[N:26][CH:25]=1. (2) Given the reactants [CH2:1]([N:8]1[CH2:13][CH2:12][C:11](=[O:14])[CH2:10][CH2:9]1)[C:2]1[CH:7]=[CH:6][CH:5]=[CH:4][CH:3]=1.[C-:15]#[N:16].[K+].Cl, predict the reaction product. The product is: [CH2:1]([N:8]1[CH2:13][CH2:12][C:11]([OH:14])([C:15]#[N:16])[CH2:10][CH2:9]1)[C:2]1[CH:3]=[CH:4][CH:5]=[CH:6][CH:7]=1. (3) Given the reactants [C:1]([C:4]1[CH:5]=[N:6][C:7]([N:10]2[CH2:15][CH2:14][CH:13]([C@H:16]3[CH2:18][C@H:17]3[CH2:19][OH:20])[CH2:12][CH2:11]2)=[N:8][CH:9]=1)([CH3:3])=[CH2:2], predict the reaction product. The product is: [CH:1]([C:4]1[CH:5]=[N:6][C:7]([N:10]2[CH2:15][CH2:14][CH:13]([C@H:16]3[CH2:18][C@H:17]3[CH2:19][OH:20])[CH2:12][CH2:11]2)=[N:8][CH:9]=1)([CH3:3])[CH3:2]. (4) Given the reactants [F:1][C:2]([F:27])([F:26])[C:3]1[CH:4]=[C:5]([NH:9][C:10](=[O:25])[CH2:11][C:12]([NH:14][C:15]2[CH:20]=[CH:19][CH:18]=[C:17]([C:21]([F:24])([F:23])[F:22])[CH:16]=2)=[O:13])[CH:6]=[CH:7][CH:8]=1.[CH2:28]1[O:32][C:31]2[CH:33]=[C:34]([Cl:39])[C:35]([CH:37]=O)=[CH:36][C:30]=2[O:29]1, predict the reaction product. The product is: [F:1][C:2]([F:26])([F:27])[C:3]1[CH:4]=[C:5]([NH:9][C:10](=[O:25])[C:11](=[CH:37][C:35]2[C:34]([Cl:39])=[CH:33][C:31]3[O:32][CH2:28][O:29][C:30]=3[CH:36]=2)[C:12]([NH:14][C:15]2[CH:20]=[CH:19][CH:18]=[C:17]([C:21]([F:24])([F:23])[F:22])[CH:16]=2)=[O:13])[CH:6]=[CH:7][CH:8]=1. (5) Given the reactants Br[C:2]1[N:3]=[C:4]2[C:9]([NH:10]C(=O)OC(C)(C)C)=[N:8][C@@:7]([C:19]3[CH:24]=[C:23]([NH:25][C:26]([C:28]4[CH:33]=[CH:32][C:31]([F:34])=[CH:30][N:29]=4)=[O:27])[CH:22]=[CH:21][C:20]=3[F:35])([CH3:18])[CH2:6][N:5]2[CH:36]=1.[C-]#N.[Na+].[I-].[K+].[CH3:42][NH:43]CCNC, predict the reaction product. The product is: [NH2:10][C:9]1[C:4]2[N:5]([CH:36]=[C:2]([C:42]#[N:43])[N:3]=2)[CH2:6][C@:7]([C:19]2[CH:24]=[C:23]([NH:25][C:26]([C:28]3[CH:33]=[CH:32][C:31]([F:34])=[CH:30][N:29]=3)=[O:27])[CH:22]=[CH:21][C:20]=2[F:35])([CH3:18])[N:8]=1.